Dataset: Retrosynthesis with 50K atom-mapped reactions and 10 reaction types from USPTO. Task: Predict the reactants needed to synthesize the given product. (1) Given the product O=S(=O)(Nc1cccnc1)c1ccc(C#Cc2cnn3c(C(F)(F)F)cc(-c4ccc(C(F)(F)F)cc4)nc23)s1, predict the reactants needed to synthesize it. The reactants are: C#Cc1cnn2c(C(F)(F)F)cc(-c3ccc(C(F)(F)F)cc3)nc12.O=S(=O)(Nc1cccnc1)c1ccc(Br)s1. (2) Given the product O=C(O)c1cc(Br)ccc1Sc1ccccc1, predict the reactants needed to synthesize it. The reactants are: O=C(O)c1cc(Br)ccc1I.Sc1ccccc1. (3) Given the product Cc1cc2c(cc1CO)C(C)(C)[C@@H](C)[C@H](C)C2(C)C, predict the reactants needed to synthesize it. The reactants are: Cc1cc2c(cc1C=O)C(C)(C)[C@@H](C)[C@H](C)C2(C)C.